This data is from Full USPTO retrosynthesis dataset with 1.9M reactions from patents (1976-2016). The task is: Predict the reactants needed to synthesize the given product. (1) Given the product [OH:16][CH2:15][C@H:14]1[C@H:9]([C:6]2[CH:7]=[CH:8][C:3]([O:2][CH3:1])=[CH:4][CH:5]=2)[C@@H:10]([O:46][CH2:47][C:48]2[CH:49]=[CH:50][C:51]3[O:56][CH2:55][C:54](=[O:57])[N:53]([CH2:58][CH2:59][CH2:60][O:61][CH3:62])[C:52]=3[CH:63]=2)[CH2:11][N:12]([C:36]([O:38][CH2:39][C:40]2[CH:41]=[CH:42][CH:43]=[CH:44][CH:45]=2)=[O:37])[CH2:13]1, predict the reactants needed to synthesize it. The reactants are: [CH3:1][O:2][C:3]1[CH:8]=[CH:7][C:6]([C@H:9]2[C@H:14]([CH2:15][O:16]C(C3C=CC=CC=3)(C3C=CC=CC=3)C3C=CC=CC=3)[CH2:13][N:12]([C:36]([O:38][CH2:39][C:40]3[CH:45]=[CH:44][CH:43]=[CH:42][CH:41]=3)=[O:37])[CH2:11][C@@H:10]2[O:46][CH2:47][C:48]2[CH:49]=[CH:50][C:51]3[O:56][CH2:55][C:54](=[O:57])[N:53]([CH2:58][CH2:59][CH2:60][O:61][CH3:62])[C:52]=3[CH:63]=2)=[CH:5][CH:4]=1.C(=O)(O)[O-].[Na+]. (2) Given the product [C:7]([O:6][C:5](=[O:11])[NH:4][C:12]1[CH:13]=[C:14]([Cl:24])[C:15]2[O:19][N:18]=[C:17]([CH:20]3[CH2:21][CH2:22]3)[C:16]=2[CH:23]=1)([CH3:10])([CH3:8])[CH3:9], predict the reactants needed to synthesize it. The reactants are: C([N:4]([C:12]1[CH:13]=[C:14]([Cl:24])[C:15]2[O:19][N:18]=[C:17]([CH:20]3[CH2:22][CH2:21]3)[C:16]=2[CH:23]=1)[C:5](=[O:11])[O:6][C:7]([CH3:10])([CH3:9])[CH3:8])(=O)C.C[O-].[Na+].CO.[NH4+].[Cl-]. (3) Given the product [ClH:1].[Cl:1][C:2]1[CH:3]=[C:4]([CH:26]=[CH:27][CH:28]=1)[CH2:5][NH:6][C:7]1[N:11]([CH3:12])[C:10]2[CH:13]=[CH:14][C:15]([N:17]([CH3:18])[C:19]3[CH:24]=[CH:23][N:22]=[C:21]([NH:29][C:30]4[CH:31]=[C:32]([S:36]([NH2:39])(=[O:37])=[O:38])[CH:33]=[CH:34][CH:35]=4)[N:20]=3)=[CH:16][C:9]=2[N:8]=1, predict the reactants needed to synthesize it. The reactants are: [Cl:1][C:2]1[CH:3]=[C:4]([CH:26]=[CH:27][CH:28]=1)[CH2:5][NH:6][C:7]1[N:11]([CH3:12])[C:10]2[CH:13]=[CH:14][C:15]([N:17]([C:19]3[CH:24]=[CH:23][N:22]=[C:21](Cl)[N:20]=3)[CH3:18])=[CH:16][C:9]=2[N:8]=1.[NH2:29][C:30]1[CH:31]=[C:32]([S:36]([NH2:39])(=[O:38])=[O:37])[CH:33]=[CH:34][CH:35]=1.